This data is from Forward reaction prediction with 1.9M reactions from USPTO patents (1976-2016). The task is: Predict the product of the given reaction. (1) Given the reactants [C:1]([O:4][CH:5]1[CH2:16][CH2:15][CH2:14][CH2:13][CH2:12][CH2:11][CH:10]([OH:17])[CH2:9][CH2:8][CH2:7][CH2:6]1)(=[O:3])[CH3:2].[C:18]([O:21][CH:22]1[CH:27]([N:28]([CH3:30])[CH3:29])[CH2:26][CH:25]([CH3:31])[O:24][CH:23]1F)(=[O:20])[CH3:19].B(F)(F)F.CCOCC, predict the reaction product. The product is: [C:1]([O:4][CH:5]1[CH2:16][CH2:15][CH2:14][CH2:13][CH2:12][CH2:11][CH:10]([O:17][C@H:23]2[C@H:22]([O:21][C:18](=[O:20])[CH3:19])[C@@H:27]([N:28]([CH3:29])[CH3:30])[CH2:26][C@@H:25]([CH3:31])[O:24]2)[CH2:9][CH2:8][CH2:7][CH2:6]1)(=[O:3])[CH3:2]. (2) The product is: [CH:2]1([N:8]2[C:10](=[O:15])[CH2:11][C:12]([CH3:14])=[N:9]2)[CH2:7][CH2:6][CH2:5][CH2:4][CH2:3]1. Given the reactants Cl.[CH:2]1([NH:8][NH2:9])[CH2:7][CH2:6][CH2:5][CH2:4][CH2:3]1.[C:10](OC)(=[O:15])[CH2:11][C:12]([CH3:14])=O, predict the reaction product. (3) The product is: [CH3:12][O:11][C:6]1[CH:7]=[CH:8][CH:9]=[C:10]2[C:5]=1[C:4]([CH2:13][NH:16][CH3:15])=[CH:3][N:2]2[CH3:1]. Given the reactants [CH3:1][N:2]1[C:10]2[C:5](=[C:6]([O:11][CH3:12])[CH:7]=[CH:8][CH:9]=2)[C:4]([CH:13]=O)=[CH:3]1.[CH3:15][N:16]1C2C(=CC=CC=2)C(C)=C1C=O, predict the reaction product. (4) Given the reactants [CH3:1][O:2][CH:3]=[CH:4][C:5]1[C:6]([NH2:11])=[N:7][N:8]([CH3:10])[CH:9]=1.Br[CH2:13][CH2:14][CH2:15][CH2:16][C:17](Cl)=[O:18].[OH-].[K+], predict the reaction product. The product is: [CH3:1][O:2][CH:3]=[CH:4][C:5]1[C:6]([N:11]2[CH2:13][CH2:14][CH2:15][CH2:16][C:17]2=[O:18])=[N:7][N:8]([CH3:10])[CH:9]=1. (5) Given the reactants [N+:1]([C:4]1[CH:5]=[C:6]([CH:10]=[CH:11][CH:12]=1)[C:7](Cl)=[O:8])([O-:3])=[O:2].[CH3:13][O:14][C:15](=[O:41])[C:16]1[C:17](=[CH:22][C:23]([N:26]([C:34]2[CH:39]=[CH:38][CH:37]=[CH:36][C:35]=2[NH2:40])CC2C=CC=CC=2)=[CH:24][CH:25]=1)[C:18]([O:20][CH3:21])=[O:19], predict the reaction product. The product is: [CH3:13][O:14][C:15](=[O:41])[C:16]1[C:17](=[CH:22][C:23]([NH:26][C:34]2[CH:39]=[CH:38][C:37]([CH2:7][C:6]3[CH:10]=[CH:11][CH:12]=[CH:4][CH:5]=3)=[CH:36][C:35]=2[NH:40][C:7](=[O:8])[C:6]2[CH:10]=[CH:11][CH:12]=[C:4]([N+:1]([O-:3])=[O:2])[CH:5]=2)=[CH:24][CH:25]=1)[C:18]([O:20][CH3:21])=[O:19]. (6) Given the reactants C(N(CC)CC)C.[C:8]1([SH:14])[CH:13]=[CH:12][CH:11]=[CH:10][CH:9]=1.[C:15]1(=[O:21])[O:20][C:18](=[O:19])[CH:17]=[CH:16]1, predict the reaction product. The product is: [C:8]1([S:14][CH:17]2[CH2:16][C:15](=[O:21])[O:20][C:18]2=[O:19])[CH:13]=[CH:12][CH:11]=[CH:10][CH:9]=1. (7) Given the reactants Br[C:2]1[CH:3]=[C:4]([O:12][CH3:13])[C:5]([O:10][CH3:11])=[C:6]([CH:9]=1)[C:7]#[N:8].[O:14]1[CH:18]=[CH:17][CH:16]=[C:15]1B(O)O.O1CCOCC1.C([O-])([O-])=O.[Na+].[Na+], predict the reaction product. The product is: [O:14]1[CH:18]=[CH:17][CH:16]=[C:15]1[C:2]1[CH:3]=[C:4]([O:12][CH3:13])[C:5]([O:10][CH3:11])=[C:6]([CH:9]=1)[C:7]#[N:8].